This data is from Full USPTO retrosynthesis dataset with 1.9M reactions from patents (1976-2016). The task is: Predict the reactants needed to synthesize the given product. Given the product [Br:1][C:29]1[CH:34]=[CH:33][C:32]([CH:35]=[CH:36][C:37]2[N:46]=[C:61]([Cl:62])[C:44]3[C:39](=[CH:40][CH:41]=[CH:42][CH:43]=3)[N:38]=2)=[CH:31][CH:30]=1, predict the reactants needed to synthesize it. The reactants are: [Br:1]C1C=CC=CC=1C=CC1N=CC2C(=CC=CC=2)N=1.C1(B(O)O)C=CC=CC=1.[C:29]1(C2C=CC=CC=2)[CH:34]=[CH:33][C:32]([CH:35]=[CH:36][C:37]2[N:46]=C[C:44]3[C:39](=[CH:40][CH:41]=[CH:42][CH:43]=3)[N:38]=2)=[CH:31][CH:30]=1.C(O)(C(F)(F)F)=O.Cl[CH2:61][Cl:62].